This data is from Full USPTO retrosynthesis dataset with 1.9M reactions from patents (1976-2016). The task is: Predict the reactants needed to synthesize the given product. Given the product [Cl:26][C:23]1[CH:24]=[CH:25][C:20]([NH:19][C:18]([C:13]2[CH:14]=[CH:15][CH:16]=[CH:17][C:12]=2[NH:11][C:9]([C:6]2[CH:5]=[CH:4][C:3]([CH2:2][NH:1][C:30]3[N:29]([CH3:28])[CH2:33][CH2:32][N:31]=3)=[CH:8][CH:7]=2)=[O:10])=[O:27])=[N:21][CH:22]=1, predict the reactants needed to synthesize it. The reactants are: [NH2:1][CH2:2][C:3]1[CH:8]=[CH:7][C:6]([C:9]([NH:11][C:12]2[CH:17]=[CH:16][CH:15]=[CH:14][C:13]=2[C:18](=[O:27])[NH:19][C:20]2[CH:25]=[CH:24][C:23]([Cl:26])=[CH:22][N:21]=2)=[O:10])=[CH:5][CH:4]=1.[CH3:28][N:29]1[CH2:33][CH2:32][N:31]=[C:30]1SC.CCN(CC)CC.